This data is from Forward reaction prediction with 1.9M reactions from USPTO patents (1976-2016). The task is: Predict the product of the given reaction. (1) Given the reactants C([NH:8][C:9]1[C:17]2[O:16][C:15]([CH3:19])([CH3:18])[CH:14]([C:20]3[CH:25]=[CH:24][C:23]([CH:26]([CH3:28])[CH3:27])=[CH:22][CH:21]=3)[C:13]=2[C:12]([CH3:29])=[C:11]([O:30][CH3:31])[C:10]=1[CH3:32])C1C=CC=CC=1, predict the reaction product. The product is: [CH:26]([C:23]1[CH:24]=[CH:25][C:20]([CH:14]2[C:13]3[C:12]([CH3:29])=[C:11]([O:30][CH3:31])[C:10]([CH3:32])=[C:9]([NH2:8])[C:17]=3[O:16][C:15]2([CH3:19])[CH3:18])=[CH:21][CH:22]=1)([CH3:28])[CH3:27]. (2) Given the reactants [O:1]1[CH2:5][CH2:4][C@@H:3]([NH:6][C:7]2[N:15]=[CH:14][N:13]=[C:12]3[C:8]=2[N:9]=[CH:10][N:11]3[C@@H:16]2[O:20][C@H:19]([CH2:21][S:22][C:23]3C=CC=CC=3C(OC)=O)[C@@H:18]([OH:33])[C@H:17]2[OH:34])[CH2:2]1.SC1[N:41]=[CH:40][CH:39]=[CH:38][N:37]=1.C(C1C=CC=CC=1S)(OC)=O, predict the reaction product. The product is: [O:1]1[CH2:5][CH2:4][C@H:3]([NH:6][C:7]2[N:15]=[CH:14][N:13]=[C:12]3[C:8]=2[N:9]=[CH:10][N:11]3[C@H:16]2[C@H:17]([OH:34])[C@H:18]([OH:33])[C@@H:19]([CH2:21][S:22][C:23]3[N:41]=[CH:40][CH:39]=[CH:38][N:37]=3)[O:20]2)[CH2:2]1.